Dataset: Peptide-MHC class I binding affinity with 185,985 pairs from IEDB/IMGT. Task: Regression. Given a peptide amino acid sequence and an MHC pseudo amino acid sequence, predict their binding affinity value. This is MHC class I binding data. (1) The peptide sequence is SGIFSVEGK. The MHC is HLA-A68:01 with pseudo-sequence HLA-A68:01. The binding affinity (normalized) is 0.313. (2) The peptide sequence is DAVEDFLAF. The MHC is HLA-B18:01 with pseudo-sequence HLA-B18:01. The binding affinity (normalized) is 0.0847. (3) The peptide sequence is IHIPGDTLF. The MHC is HLA-B38:01 with pseudo-sequence HLA-B38:01. The binding affinity (normalized) is 0.558. (4) The peptide sequence is IRQLIRLLTW. The MHC is Mamu-B17 with pseudo-sequence Mamu-B17. The binding affinity (normalized) is 0.329. (5) The peptide sequence is STSPTRTWKV. The MHC is HLA-A02:03 with pseudo-sequence HLA-A02:03. The binding affinity (normalized) is 0.392.